Dataset: Retrosynthesis with 50K atom-mapped reactions and 10 reaction types from USPTO. Task: Predict the reactants needed to synthesize the given product. (1) Given the product CCC(O)c1ccc(-c2ccc(COCOC)cc2)cn1, predict the reactants needed to synthesize it. The reactants are: CC[Mg+].COCOCc1ccc(-c2ccc(C=O)nc2)cc1. (2) Given the product COc1ncc(F)nc1C#N, predict the reactants needed to synthesize it. The reactants are: C[O-].N#Cc1nc(F)cnc1F. (3) The reactants are: C=O.COC(=O)c1ccc(CNc2ccc(C[C@H](NC(=O)[C@H](C)N(C)C(=O)OC(C)(C)C)C(=O)N3Cc4ccccc4C[C@H]3C(=O)N[C@@H]3CCCc4ccccc43)cc2)cc1. Given the product COC(=O)c1ccc(CN(C)c2ccc(C[C@H](NC(=O)[C@H](C)N(C)C(=O)OC(C)(C)C)C(=O)N3Cc4ccccc4C[C@H]3C(=O)N[C@@H]3CCCc4ccccc43)cc2)cc1, predict the reactants needed to synthesize it. (4) Given the product Cc1c([C@@H]2CN3CCN(C(=O)OC(C)(C)C)C[C@H]3CO2)cc(I)c(F)c1C#N, predict the reactants needed to synthesize it. The reactants are: CC(C)(C)OC(=O)OC(=O)OC(C)(C)C.Cc1c([C@@H]2CN3CCNC[C@H]3CO2)cc(I)c(F)c1C#N. (5) Given the product O=[N+]([O-])c1ccc(OCC2CO2)cc1, predict the reactants needed to synthesize it. The reactants are: ClCC1CO1.O=[N+]([O-])c1ccc(O)cc1. (6) Given the product Cn1c(-c2ccccc2)nc2c(N)ncnc21, predict the reactants needed to synthesize it. The reactants are: Cn1c(-c2ccccc2)nc2c(Cl)ncnc21.N.